Dataset: Full USPTO retrosynthesis dataset with 1.9M reactions from patents (1976-2016). Task: Predict the reactants needed to synthesize the given product. (1) Given the product [C:67]([O:66][C:65](=[O:71])[NH:64][C:59]([CH3:63])([CH2:60][CH2:61][CH3:62])[CH2:58][NH:57][C:15]([C:14]1[C:13]([CH3:18])=[N:12][N:11]2[C:6]([O:5][CH2:4][C:3]3[C:21]([F:25])=[CH:22][CH:23]=[CH:24][C:2]=3[F:1])=[CH:7][C:8]([O:19][CH3:20])=[CH:9][C:10]=12)=[O:16])([CH3:70])([CH3:69])[CH3:68], predict the reactants needed to synthesize it. The reactants are: [F:1][C:2]1[CH:24]=[CH:23][CH:22]=[C:21]([F:25])[C:3]=1[CH2:4][O:5][C:6]1[N:11]2[N:12]=[C:13]([CH3:18])[C:14]([C:15](O)=[O:16])=[C:10]2[CH:9]=[C:8]([O:19][CH3:20])[CH:7]=1.Cl.CN(C)CCCN=C=NCC.ON1C2N=CC=CC=2N=N1.C(N(CC)C(C)C)(C)C.[NH2:57][CH2:58][C:59]([NH:64][C:65](=[O:71])[O:66][C:67]([CH3:70])([CH3:69])[CH3:68])([CH3:63])[CH2:60][CH2:61][CH3:62]. (2) Given the product [C:1]1([CH2:7][CH:8]=[N:11][OH:12])[CH:6]=[CH:5][CH:4]=[CH:3][CH:2]=1, predict the reactants needed to synthesize it. The reactants are: [C:1]1([CH2:7][CH:8]=O)[CH:6]=[CH:5][CH:4]=[CH:3][CH:2]=1.Cl.[NH2:11][OH:12].N1C=CC=CC=1. (3) Given the product [Cl:15][C:16]1[CH:17]=[CH:18][C:4]2[N:3]([CH2:1][CH3:2])[C:11]3[CH:10]=[CH:9][CH:8]=[CH:7][C:6]=3[C:5]=2[N:28]=1, predict the reactants needed to synthesize it. The reactants are: [CH2:1]([N:3]1[C:11]2[C:6](=[CH:7][CH:8]=[CH:9][CH:10]=2)[C:5](C(=O)C)=[CH:4]1)[CH3:2].[Cl:15][C:16]1[CH:17]=[CH:18]C2N(C)C3C=CC=CC=3C=2[N:28]=1. (4) Given the product [Br:1][C:2]1[CH:3]=[CH:4][C:5]([CH:8]([OH:22])[CH2:9][CH2:10][CH:11]([C:13]2[CH:18]=[CH:17][C:16]([N+:19]([O-:21])=[O:20])=[CH:15][CH:14]=2)[OH:12])=[CH:6][CH:7]=1, predict the reactants needed to synthesize it. The reactants are: [Br:1][C:2]1[CH:7]=[CH:6][C:5]([C:8](=[O:22])[CH2:9][CH2:10][C:11]([C:13]2[CH:18]=[CH:17][C:16]([N+:19]([O-:21])=[O:20])=[CH:15][CH:14]=2)=[O:12])=[CH:4][CH:3]=1.[BH4-].[Na+]. (5) Given the product [C:1]([O:5][C:6](=[O:22])[NH:7][C:8]1[CH:13]=[C:12]([O:14][CH2:15][C:16]([F:19])([F:17])[F:18])[C:11]([Cl:20])=[CH:10][C:9]=1[NH:21][C:28](=[O:27])[CH2:29][C:30](=[O:43])[C:31]1[CH:36]=[CH:35][CH:34]=[C:33]([C:37]2[CH:38]=[N:39][CH:40]=[CH:41][CH:42]=2)[CH:32]=1)([CH3:4])([CH3:2])[CH3:3], predict the reactants needed to synthesize it. The reactants are: [C:1]([O:5][C:6](=[O:22])[NH:7][C:8]1[CH:13]=[C:12]([O:14][CH2:15][C:16]([F:19])([F:18])[F:17])[C:11]([Cl:20])=[CH:10][C:9]=1[NH2:21])([CH3:4])([CH3:3])[CH3:2].C([O:27][C:28](=O)[CH2:29][C:30](=[O:43])[C:31]1[CH:36]=[CH:35][CH:34]=[C:33]([C:37]2[CH:38]=[N:39][CH:40]=[CH:41][CH:42]=2)[CH:32]=1)(C)(C)C. (6) Given the product [F:15][C:11]1[CH:12]=[CH:13][C:14]2[N:9]([C:8]([S:16][C:17]3[CH:18]=[CH:19][C:20]([C:23]4[CH:24]=[N:25][CH:26]=[N:27][CH:28]=4)=[CH:21][CH:22]=3)=[C:7]([CH3:29])[C:6]=2[CH2:5][C:4]([OH:30])=[O:3])[CH:10]=1, predict the reactants needed to synthesize it. The reactants are: C([O:3][C:4](=[O:30])[CH2:5][C:6]1[C:7]([CH3:29])=[C:8]([S:16][C:17]2[CH:22]=[CH:21][C:20]([C:23]3[CH:24]=[N:25][CH:26]=[N:27][CH:28]=3)=[CH:19][CH:18]=2)[N:9]2[C:14]=1[CH:13]=[CH:12][C:11]([F:15])=[CH:10]2)C.[OH-].[Na+]. (7) Given the product [NH2:25][CH:12]1[CH2:13][CH:14]2[CH:9]([CH2:8][C:7](=[O:16])[N:6]2[CH2:5][C:4]2[CH:17]=[CH:18][C:19]([O:21][CH3:22])=[CH:20][C:3]=2[O:2][CH3:1])[CH2:10][CH2:11]1, predict the reactants needed to synthesize it. The reactants are: [CH3:1][O:2][C:3]1[CH:20]=[C:19]([O:21][CH3:22])[CH:18]=[CH:17][C:4]=1[CH2:5][N:6]1[CH:14]2[CH:9]([CH2:10][CH2:11][C:12](=O)[CH2:13]2)[CH2:8][C:7]1=[O:16].[H][H].[NH3:25].